From a dataset of Forward reaction prediction with 1.9M reactions from USPTO patents (1976-2016). Predict the product of the given reaction. (1) Given the reactants Cl.[NH:2]1[CH2:7][CH2:6][CH:5]([NH:8][C:9]([C:11]2[C:15]3[N:16]=[CH:17][N:18]=[C:19]([C:20]4[CH:25]=[C:24]([O:26][CH3:27])[C:23]([F:28])=[CH:22][C:21]=4[O:29][CH2:30][CH:31]4[CH2:33][CH2:32]4)[C:14]=3[NH:13][CH:12]=2)=[O:10])[CH2:4][CH2:3]1.[CH3:34][O:35][CH2:36][C:37](Cl)=[O:38], predict the reaction product. The product is: [CH3:34][O:35][CH2:36][C:37]([N:2]1[CH2:3][CH2:4][CH:5]([NH:8][C:9]([C:11]2[C:15]3[N:16]=[CH:17][N:18]=[C:19]([C:20]4[CH:25]=[C:24]([O:26][CH3:27])[C:23]([F:28])=[CH:22][C:21]=4[O:29][CH2:30][CH:31]4[CH2:33][CH2:32]4)[C:14]=3[NH:13][CH:12]=2)=[O:10])[CH2:6][CH2:7]1)=[O:38]. (2) Given the reactants [CH3:1][N:2]([CH3:16])[C:3]1([C:10]2[CH:15]=[CH:14][CH:13]=[CH:12][CH:11]=2)[CH2:8][CH2:7][CH:6]([NH2:9])[CH2:5][CH2:4]1.C1([O:23][C:24](=O)[NH:25][CH2:26][CH2:27][C:28]2[C:36]3[C:31](=[CH:32][CH:33]=[CH:34][CH:35]=3)[NH:30][CH:29]=2)C=CC=CC=1, predict the reaction product. The product is: [CH3:1][N:2]([CH3:16])[C:3]1([C:10]2[CH:15]=[CH:14][CH:13]=[CH:12][CH:11]=2)[CH2:8][CH2:7][CH:6]([NH:9][C:24]([NH:25][CH2:26][CH2:27][C:28]2[C:36]3[C:31](=[CH:32][CH:33]=[CH:34][CH:35]=3)[NH:30][CH:29]=2)=[O:23])[CH2:5][CH2:4]1. (3) Given the reactants [CH2:1]([C@@H:4]1[CH2:9][C@H:8]([C:10]2[CH:15]=[CH:14][CH:13]=[C:12]([Cl:16])[CH:11]=2)[C@@H:7]([C:17]2[CH:22]=[CH:21][C:20]([Cl:23])=[CH:19][CH:18]=2)[NH:6][C:5]1=[O:24])[CH:2]=[CH2:3].[CH3:25][C:26]([CH3:29])([O-])[CH3:27].[K+].BrCC(C)C, predict the reaction product. The product is: [CH2:1]([C@@H:4]1[CH2:9][C@H:8]([C:10]2[CH:15]=[CH:14][CH:13]=[C:12]([Cl:16])[CH:11]=2)[C@@H:7]([C:17]2[CH:22]=[CH:21][C:20]([Cl:23])=[CH:19][CH:18]=2)[N:6]([CH2:25][CH:26]([CH3:29])[CH3:27])[C:5]1=[O:24])[CH:2]=[CH2:3]. (4) Given the reactants [CH3:1][CH:2]([NH:7][C:8]1[CH:13]=[CH:12][C:11]([NH:14][CH:15]([CH3:20])[CH2:16][CH:17]([CH3:19])[CH3:18])=[CH:10][CH:9]=1)[CH2:3][CH:4]([CH3:6])[CH3:5].[CH2:21]([CH:23]([CH2:26][CH2:27][CH2:28][CH3:29])[CH:24]=O)[CH3:22].[Na].C(=O)([O-])[O-].[Na+].[Na+], predict the reaction product. The product is: [CH3:20][CH:15]([N:14]([CH2:24][CH:23]([CH2:21][CH3:22])[CH2:26][CH2:27][CH2:28][CH3:29])[C:11]1[CH:12]=[CH:13][C:8]([N:7]([CH:2]([CH3:1])[CH2:3][CH:4]([CH3:5])[CH3:6])[CH2:24][CH:23]([CH2:21][CH3:22])[CH2:26][CH2:27][CH2:28][CH3:29])=[CH:9][CH:10]=1)[CH2:16][CH:17]([CH3:19])[CH3:18]. (5) Given the reactants [F:1][C:2]1[CH:7]=[CH:6][C:5]([CH:8]([OH:12])[C:9]([OH:11])=[O:10])=[CH:4][CH:3]=1.C1([C@H](N)C)C=CC=CC=1, predict the reaction product. The product is: [F:1][C:2]1[CH:3]=[CH:4][C:5]([C@@H:8]([OH:12])[C:9]([OH:11])=[O:10])=[CH:6][CH:7]=1. (6) Given the reactants [F:1][C:2]1[C:36]([C:37]([F:40])([F:39])[F:38])=[CH:35][CH:34]=[CH:33][C:3]=1[C:4]([N:6]1[CH2:11][CH2:10][N:9]([CH2:12][C:13]2[N:18]=[C:17]([NH:19][C:20]3[CH:24]=[CH:23][N:22](COCC[Si](C)(C)C)[N:21]=3)[CH:16]=[N:15][CH:14]=2)[CH2:8][CH2:7]1)=[O:5].O, predict the reaction product. The product is: [F:1][C:2]1[C:36]([C:37]([F:39])([F:38])[F:40])=[CH:35][CH:34]=[CH:33][C:3]=1[C:4]([N:6]1[CH2:11][CH2:10][N:9]([CH2:12][C:13]2[N:18]=[C:17]([NH:19][C:20]3[CH:24]=[CH:23][NH:22][N:21]=3)[CH:16]=[N:15][CH:14]=2)[CH2:8][CH2:7]1)=[O:5]. (7) The product is: [Cl:15][S:16]([C:13]1[CH:12]=[CH:11][C:3]([O:4][CH2:5][C:6]([O:8][CH2:9][CH3:10])=[O:7])=[C:2]([CH3:1])[CH:14]=1)(=[O:18])=[O:17]. Given the reactants [CH3:1][C:2]1[CH:14]=[CH:13][CH:12]=[CH:11][C:3]=1[O:4][CH2:5][C:6]([O:8][CH2:9][CH3:10])=[O:7].[Cl:15][S:16](O)(=[O:18])=[O:17], predict the reaction product. (8) Given the reactants [CH3:1][Si:2]([CH3:9])([CH3:8])N[Si:2]([CH3:9])([CH3:8])[CH3:1].C([Li])[CH2:11][CH2:12][CH3:13].C[Si](Cl)(C)C.[CH2:20]([N:22](CC)CC)C.[Cl:27][CH2:28][C:29](Cl)=[O:30], predict the reaction product. The product is: [Cl:27][CH:28]=[C:29]([O:30][Si:2]([CH3:9])([CH3:8])[CH3:1])[N:22]=[CH:20][C:12]([CH3:11])=[CH2:13]. (9) Given the reactants [CH3:1][O:2][C:3]1[CH:4]=[C:5]2[C:10](=[CH:11][CH:12]=1)[CH:9]=[C:8]([CH2:13][N:14]1[CH2:18][CH2:17][CH2:16][CH2:15]1)[CH2:7][CH2:6]2.Cl, predict the reaction product. The product is: [CH3:1][O:2][C:3]1[CH:4]=[C:5]2[C:10](=[CH:11][CH:12]=1)[CH2:9][CH:8]([CH2:13][N:14]1[CH2:18][CH2:17][CH2:16][CH2:15]1)[CH2:7][CH2:6]2.